From a dataset of Catalyst prediction with 721,799 reactions and 888 catalyst types from USPTO. Predict which catalyst facilitates the given reaction. Reactant: [Cl-].[Al+3].[Cl-].[Cl-].[C:5]1(=[O:15])[O:10][C:8](=[O:9])[C:7]2=[CH:11][CH:12]=[CH:13][CH:14]=[C:6]12.[C:16]1([CH3:24])[CH:21]=[C:20]([CH3:22])[CH:19]=[C:18]([CH3:23])[CH:17]=1.Cl. Product: [CH3:24][C:16]1[CH:21]=[C:20]([CH3:22])[CH:19]=[C:18]([CH3:23])[C:17]=1[C:8]([C:7]1[CH:11]=[CH:12][CH:13]=[CH:14][C:6]=1[C:5]([OH:10])=[O:15])=[O:9]. The catalyst class is: 26.